From a dataset of Reaction yield outcomes from USPTO patents with 853,638 reactions. Predict the reaction yield, written as a fraction of the theoretical maximum amount of product (1.0 means a 100% yield; for example, 0.34 means a 34% yield). (1) No catalyst specified. The reactants are [CH3:1][C:2]1[C:6]([CH2:7][N:8]2[CH:12]=[C:11]([N:13]3[C:17](=[O:18])[CH2:16][NH:15][C:14]3=[O:19])[CH:10]=[N:9]2)=[C:5]([CH3:20])[O:4][N:3]=1.Br[CH2:22][C:23]1[N:28]=[C:27]([CH2:29][OH:30])[CH:26]=[CH:25][CH:24]=1. The product is [CH3:1][C:2]1[C:6]([CH2:7][N:8]2[CH:12]=[C:11]([N:13]3[C:17](=[O:18])[CH2:16][N:15]([CH2:22][C:23]4[CH:24]=[CH:25][CH:26]=[C:27]([CH2:29][OH:30])[N:28]=4)[C:14]3=[O:19])[CH:10]=[N:9]2)=[C:5]([CH3:20])[O:4][N:3]=1. The yield is 0.350. (2) The reactants are [Br:1][CH:2]([C:6]1[CH:11]=[CH:10][CH:9]=[CH:8][CH:7]=1)[C:3]([OH:5])=[O:4].[C:12]1([C@@H:18](O)[CH3:19])[CH:17]=[CH:16][CH:15]=[CH:14][CH:13]=1.CCN=C=NCCCN(C)C. The catalyst is CN(C1C=CN=CC=1)C.ClCCl.C(OCC)(=O)C. The product is [Br:1][CH:2]([C:6]1[CH:11]=[CH:10][CH:9]=[CH:8][CH:7]=1)[C:3]([O:5][C@H:18]([C:12]1[CH:17]=[CH:16][CH:15]=[CH:14][CH:13]=1)[CH3:19])=[O:4]. The yield is 0.730. (3) The reactants are [NH2:1][C@@H:2]([C:6]([OH:8])=[O:7])[C@@H:3]([CH3:5])[OH:4].C([O-])([O-])=O.[K+].[K+].F[C:16]1[C:25]2[C:20](=[CH:21][CH:22]=[CH:23][CH:24]=2)[C:19]([C:26]#[N:27])=[CH:18][CH:17]=1. The catalyst is CS(C)=O. The product is [C:26]([C:19]1[C:20]2[C:25](=[CH:24][CH:23]=[CH:22][CH:21]=2)[C:16]([NH:1][C@H:2]([C@H:3]([OH:4])[CH3:5])[C:6]([OH:8])=[O:7])=[CH:17][CH:18]=1)#[N:27]. The yield is 0.760. (4) The reactants are [NH2:1][C:2]1[CH:7]=[CH:6][CH:5]=[CH:4][CH:3]=1.[CH3:8][S:9](Cl)(=[O:11])=[O:10]. No catalyst specified. The product is [C:2]1([NH:1][S:9]([CH3:8])(=[O:11])=[O:10])[CH:7]=[CH:6][CH:5]=[CH:4][CH:3]=1. The yield is 0.950. (5) The reactants are [CH3:1][O:2][C:3]1[C:8]2[CH:9]([NH:12][C:13]3[O:14][CH2:15][C:16]4[CH:22]=[C:21]([NH2:23])[CH:20]=[CH:19][C:17]=4[N:18]=3)[CH2:10][O:11][C:7]=2[CH:6]=[CH:5][CH:4]=1.[CH3:24][S:25](Cl)(=[O:27])=[O:26]. No catalyst specified. The product is [CH3:1][O:2][C:3]1[C:8]2[CH:9]([NH:12][C:13]3[O:14][CH2:15][C:16]4[CH:22]=[C:21]([NH:23][S:25]([CH3:24])(=[O:27])=[O:26])[CH:20]=[CH:19][C:17]=4[N:18]=3)[CH2:10][O:11][C:7]=2[CH:6]=[CH:5][CH:4]=1. The yield is 0.430. (6) The reactants are [C:1]1([C:7]([C:15]2[CH:20]=[CH:19][CH:18]=[CH:17][CH:16]=2)=[N:8][CH2:9][C:10]([O:12][CH2:13][CH3:14])=[O:11])[CH:6]=[CH:5][CH:4]=[CH:3][CH:2]=1.O.[OH-].[Cs+].Br[CH2:25][CH:26]=[C:27]1[CH2:32][CH2:31][O:30][CH2:29][CH2:28]1. The catalyst is [Cl-].C([N+](CC)(CC)CC)C1C=CC=CC=1.ClCCl. The product is [C:1]1([C:7](=[N:8][CH:9]([CH2:25][CH:26]=[C:27]2[CH2:32][CH2:31][O:30][CH2:29][CH2:28]2)[C:10]([O:12][CH2:13][CH3:14])=[O:11])[C:15]2[CH:20]=[CH:19][CH:18]=[CH:17][CH:16]=2)[CH:2]=[CH:3][CH:4]=[CH:5][CH:6]=1. The yield is 1.00. (7) The reactants are [O:1]=[CH:2][C:3]1[CH:11]=[CH:10][C:8]([OH:9])=[C:5]([O:6][CH3:7])[CH:4]=1.C(N(CC)CC)C.[C:19](Cl)(=[O:22])[CH2:20][CH3:21]. The catalyst is C(Cl)(Cl)Cl. The product is [C:19]([C:2]([C:3]1[CH:11]=[CH:10][C:8]([OH:9])=[C:5]([O:6][CH3:7])[CH:4]=1)=[O:1])(=[O:22])[CH2:20][CH3:21]. The yield is 0.760. (8) The reactants are [CH3:1][N:2]1[C:6]([C:7]2[CH:8]=[C:9]([C:15]([O:17][CH3:18])=[O:16])[S:10][C:11]=2[CH2:12][CH2:13][CH3:14])=[CH:5][CH:4]=[N:3]1.[Br:19]N1C(=O)CCC1=O. The catalyst is O1CCCC1. The product is [Br:19][C:5]1[CH:4]=[N:3][N:2]([CH3:1])[C:6]=1[C:7]1[CH:8]=[C:9]([C:15]([O:17][CH3:18])=[O:16])[S:10][C:11]=1[CH2:12][CH2:13][CH3:14]. The yield is 0.500. (9) The reactants are [C:1]([O:6][CH2:7][C:8]1[O:12][CH:11]=[CH:10][CH:9]=1)(=[O:5])[C:2]([CH3:4])=[CH2:3].[CH2:13]([O:15][Si:16]([O:30][CH2:31][CH3:32])([O:27][CH2:28][CH3:29])[CH2:17][CH2:18][CH2:19][N:20]1[C:24](=[O:25])[CH:23]=[CH:22][C:21]1=[O:26])[CH3:14]. The catalyst is C1(C)C=CC=CC=1. The product is [O:26]=[C:21]1[N:20]([CH2:19][CH2:18][CH2:17][Si:16]([O:30][CH2:31][CH3:32])([O:27][CH2:28][CH3:29])[O:15][CH2:13][CH3:14])[C:24](=[O:25])[CH:23]2[CH:22]1[C:8]1([CH2:7][O:6][C:1](=[O:5])[C:2]([CH3:4])=[CH2:3])[O:12][CH:11]2[CH:10]=[CH:9]1. The yield is 0.240.